Dataset: Full USPTO retrosynthesis dataset with 1.9M reactions from patents (1976-2016). Task: Predict the reactants needed to synthesize the given product. (1) Given the product [Br:1][C:2]1[CH:3]=[C:4]([CH2:16][C@H:17]([NH:21][S:22]([C:25]2[CH:30]=[CH:29][CH:28]=[CH:27][CH:26]=2)(=[O:24])=[O:23])[C:18]([NH:68][CH2:69][CH2:70][CH2:71][CH2:72][O:73][C:74]2[CH:83]=[CH:82][CH:81]=[C:80]([OH:84])[C:75]=2[C:76]([O:78][CH3:79])=[O:77])=[O:19])[CH:5]=[CH:6][C:7]=1[CH:8]1[S:12](=[O:14])(=[O:13])[NH:11][C:10](=[O:15])[CH2:9]1, predict the reactants needed to synthesize it. The reactants are: [Br:1][C:2]1[CH:3]=[C:4]([CH2:16][C@H:17]([NH:21][S:22]([C:25]2[CH:30]=[CH:29][CH:28]=[CH:27][CH:26]=2)(=[O:24])=[O:23])[C:18](O)=[O:19])[CH:5]=[CH:6][C:7]=1[CH:8]1[S:12](=[O:14])(=[O:13])[NH:11][C:10](=[O:15])[CH2:9]1.F[P-](F)(F)(F)(F)F.N1(O[P+](N(C)C)(N(C)C)N(C)C)C2C=CC=CC=2N=N1.C(N(CC)C(C)C)(C)C.Cl.[NH2:68][CH2:69][CH2:70][CH2:71][CH2:72][O:73][C:74]1[CH:83]=[CH:82][CH:81]=[C:80]([OH:84])[C:75]=1[C:76]([O:78][CH3:79])=[O:77]. (2) Given the product [F:1][CH2:2][CH2:3][CH2:4][O:5][C:6]1[CH:14]=[C:13]2[C:9]([CH2:10][C:11]3([CH2:16][CH2:17][CH:18]([OH:21])[CH2:19][CH2:20]3)[C:12]2=[O:15])=[CH:8][CH:7]=1, predict the reactants needed to synthesize it. The reactants are: [F:1][CH2:2][CH2:3][CH2:4][O:5][C:6]1[CH:14]=[C:13]2[C:9]([CH2:10][C:11]3([CH2:20][CH2:19][C:18](=[O:21])[CH2:17][CH2:16]3)[C:12]2=[O:15])=[CH:8][CH:7]=1.Cl.[Na+].[Cl-]. (3) Given the product [C:1]([O:5][C:6]([N:8]1[CH2:13][CH2:12][O:11][CH:10]([C:14]2[CH:19]=[CH:18][C:17]([NH2:20])=[CH:16][C:15]=2[F:32])[CH2:9]1)=[O:7])([CH3:4])([CH3:3])[CH3:2], predict the reactants needed to synthesize it. The reactants are: [C:1]([O:5][C:6]([N:8]1[CH2:13][CH2:12][O:11][CH:10]([C:14]2[CH:19]=[CH:18][C:17]([NH2:20])=[C:16](F)[CH:15]=2)[CH2:9]1)=[O:7])([CH3:4])([CH3:3])[CH3:2].BrC1C=CC(C(Cl)=O)=C([F:32])C=1. (4) Given the product [F:40][C:2]1([F:1])[O:6][C:5]2[CH:7]=[CH:8][C:9]([C:11]3([C:14]([NH:16][C:17]4[N:18]=[C:19]([C:27]5[CH:28]=[C:29]([CH:37]=[CH:38][CH:39]=5)[C:30]([OH:32])=[O:31])[C:20]5[C:25]([CH:26]=4)=[CH:24][CH:23]=[CH:22][CH:21]=5)=[O:15])[CH2:12][CH2:13]3)=[CH:10][C:4]=2[O:3]1, predict the reactants needed to synthesize it. The reactants are: [F:1][C:2]1([F:40])[O:6][C:5]2[CH:7]=[CH:8][C:9]([C:11]3([C:14]([NH:16][C:17]4[N:18]=[C:19]([C:27]5[CH:28]=[C:29]([CH:37]=[CH:38][CH:39]=5)[C:30]([O:32]C(C)(C)C)=[O:31])[C:20]5[C:25]([CH:26]=4)=[CH:24][CH:23]=[CH:22][CH:21]=5)=[O:15])[CH2:13][CH2:12]3)=[CH:10][C:4]=2[O:3]1. (5) Given the product [O:18]=[C:14]1[CH2:15][CH2:16][N:17]([CH2:24][C:25]([NH2:27])=[O:26])[C:11]2[CH:10]=[C:9]([C:6]3[CH:5]=[CH:4][C:3]([C:2]([F:1])([F:21])[F:22])=[CH:8][CH:7]=3)[CH:20]=[CH:19][C:12]=2[NH:13]1, predict the reactants needed to synthesize it. The reactants are: [F:1][C:2]([F:22])([F:21])[C:3]1[CH:8]=[CH:7][C:6]([C:9]2[CH:20]=[CH:19][C:12]3[NH:13][C:14](=[O:18])[CH2:15][CH2:16][NH:17][C:11]=3[CH:10]=2)=[CH:5][CH:4]=1.Br[CH2:24][C:25]([NH2:27])=[O:26].C(=O)([O-])[O-].[Na+].[Na+].C(OCC)(=O)C.